Dataset: Peptide-MHC class II binding affinity with 134,281 pairs from IEDB. Task: Regression. Given a peptide amino acid sequence and an MHC pseudo amino acid sequence, predict their binding affinity value. This is MHC class II binding data. (1) The MHC is DRB1_0802 with pseudo-sequence DRB1_0802. The binding affinity (normalized) is 0.208. The peptide sequence is AFKIGLHTEFQTVSF. (2) The peptide sequence is ALRIIAGTPEVHAVK. The MHC is DRB3_0202 with pseudo-sequence DRB3_0202. The binding affinity (normalized) is 0.368. (3) The peptide sequence is CETCVYNMMGKREKK. The MHC is DRB1_1101 with pseudo-sequence DRB1_1101. The binding affinity (normalized) is 0.801. (4) The peptide sequence is WSIHGKGEWMTTEDM. The MHC is HLA-DQA10501-DQB10402 with pseudo-sequence HLA-DQA10501-DQB10402. The binding affinity (normalized) is 0.217. (5) The peptide sequence is ASKVAATAANAAPAN. The MHC is DRB1_0701 with pseudo-sequence DRB1_0701. The binding affinity (normalized) is 0.455.